This data is from Forward reaction prediction with 1.9M reactions from USPTO patents (1976-2016). The task is: Predict the product of the given reaction. (1) Given the reactants [Si]([O:8][CH2:9][CH2:10][CH2:11][CH2:12][C:13]1[O:18][C:17](=[O:19])[C:16]([C:20](=[O:23])[CH2:21][CH3:22])=[C:15]([OH:24])[CH:14]=1)(C(C)(C)C)(C)C.C([O-])(O)=O.[Na+], predict the reaction product. The product is: [OH:24][C:15]1[CH:14]=[C:13]([CH2:12][CH2:11][CH2:10][CH2:9][OH:8])[O:18][C:17](=[O:19])[C:16]=1[C:20](=[O:23])[CH2:21][CH3:22]. (2) Given the reactants [F:1][C:2]1[CH:7]=[C:6]([CH:8]([CH3:12])[C:9]([OH:11])=O)[CH:5]=[CH:4][C:3]=1[C:13]1[CH:18]=[CH:17][CH:16]=[CH:15][CH:14]=1.[O:19]1[CH:23]=[CH:22][CH:21]=[C:20]1[CH2:24][NH2:25], predict the reaction product. The product is: [F:1][C:2]1[CH:7]=[C:6]([CH:8]([CH3:12])[C:9]([NH:25][CH2:24][C:20]2[O:19][CH:23]=[CH:22][CH:21]=2)=[O:11])[CH:5]=[CH:4][C:3]=1[C:13]1[CH:18]=[CH:17][CH:16]=[CH:15][CH:14]=1. (3) Given the reactants Cl.Br[C:3]1[CH:8]=[CH:7][N:6]=[CH:5][CH:4]=1.[C:9]([C:11]1[CH:16]=[CH:15][C:14]([C:17]([F:20])([F:19])[F:18])=[CH:13][CH:12]=1)#[CH:10], predict the reaction product. The product is: [F:18][C:17]([F:19])([F:20])[C:14]1[CH:13]=[CH:12][C:11]([C:9]#[C:10][C:3]2[CH:8]=[CH:7][N:6]=[CH:5][CH:4]=2)=[CH:16][CH:15]=1. (4) Given the reactants [C:1]1([N:7]2[CH2:12][CH2:11][NH:10][CH2:9][CH2:8]2)[CH:6]=[CH:5][CH:4]=[CH:3][CH:2]=1.Cl.[CH3:14][O:15][C:16]1[C:24]2[O:23][C:22]([CH3:26])([CH3:25])[CH2:21][C:20]=2[C:19]([C:27]2[C@@H:36]3[C@@H:31]([CH2:32][CH:33]=[CH:34][CH2:35]3)[C:30](=[O:37])[N:29]([C:38]3[CH:43]=[CH:42][C:41]([C:44](N4CCN(C/C=C/C5C=CC=CC=5)CC4)=[O:45])=[CH:40][CH:39]=3)[N:28]=2)=[CH:18][CH:17]=1, predict the reaction product. The product is: [CH3:14][O:15][C:16]1[C:24]2[O:23][C:22]([CH3:26])([CH3:25])[CH2:21][C:20]=2[C:19]([C:27]2[C@@H:36]3[C@@H:31]([CH2:32][CH:33]=[CH:34][CH2:35]3)[C:30](=[O:37])[N:29]([C:38]3[CH:43]=[CH:42][C:41]([C:44]([N:10]4[CH2:11][CH2:12][N:7]([C:1]5[CH:6]=[CH:5][CH:4]=[CH:3][CH:2]=5)[CH2:8][CH2:9]4)=[O:45])=[CH:40][CH:39]=3)[N:28]=2)=[CH:18][CH:17]=1. (5) Given the reactants [NH:1](C(OCC1C=CC=CC=1)=O)[C@@H:2]([C:13]([NH:15][C@H:16]([C:27]([O:29][C:30]([CH3:33])([CH3:32])[CH3:31])=[O:28])[CH2:17][CH2:18][CH2:19][CH2:20][NH:21]OC(C)(C)C)=[O:14])[CH2:3][C:4]1[C:12]2[C:7](=[CH:8][CH:9]=[CH:10][CH:11]=2)[NH:6][CH:5]=1, predict the reaction product. The product is: [NH2:1][C@@H:2]([C:13]([NH:15][C@H:16]([C:27]([O:29][C:30]([CH3:32])([CH3:33])[CH3:31])=[O:28])[CH2:17][CH2:18][CH2:19][CH2:20][NH:21][C:27]([O:29][C:30]([CH3:33])([CH3:32])[CH3:31])=[O:28])=[O:14])[CH2:3][C:4]1[C:12]2[C:7](=[CH:8][CH:9]=[CH:10][CH:11]=2)[NH:6][CH:5]=1. (6) Given the reactants [C:1]1([O:8][CH3:9])[C:2](=[CH:4][CH:5]=[CH:6][CH:7]=1)[OH:3].[S:10](=O)(=[O:13])([OH:12])[OH:11], predict the reaction product. The product is: [CH3:9][O:8][C:1]1[CH:7]=[C:6]([S:10]([OH:13])(=[O:12])=[O:11])[CH:5]=[CH:4][C:2]=1[OH:3]. (7) Given the reactants [CH2:1]([O:3][CH:4]([S:52][CH2:53][CH3:54])[C@@H:5]1[CH2:9][CH2:8][CH2:7][N:6]1[C:10](=[O:51])[C:11]1[CH:16]=[C:15]([O:17][CH3:18])[CH:14]=[C:13]([O:19][CH2:20][CH2:21][CH2:22][CH2:23][CH2:24][O:25][C:26]2[CH:31]=[CH:30][C:29]([C:32]3[NH:36][C:35]4[CH:37]=[C:38]([N:41]5[CH2:46][CH2:45][N:44]([CH3:47])[CH2:43][CH2:42]5)[CH:39]=[CH:40][C:34]=4[N:33]=3)=[CH:28][CH:27]=2)[C:12]=1[N+:48]([O-])=O)[CH3:2].O.O.Cl[Sn]Cl.[C:60]([O-])(O)=O.[Na+], predict the reaction product. The product is: [CH2:1]([O:3][CH:4]([S:52][CH2:53][CH3:54])[C@@H:5]1[CH2:9][CH2:8][CH2:7][N:6]1[C:10](=[O:51])[C:11]1[CH:16]=[C:15]([O:17][CH3:18])[CH:14]=[C:13]([O:19][CH2:20][CH2:21][CH2:22][CH2:23][CH2:24][O:25][C:26]2[CH:31]=[CH:30][C:29]([C:32]3[NH:36][C:35]4[CH:37]=[C:38]([N:41]5[CH2:46][CH2:45][N:44]([CH2:47][CH3:60])[CH2:43][CH2:42]5)[CH:39]=[CH:40][C:34]=4[N:33]=3)=[CH:28][CH:27]=2)[C:12]=1[NH2:48])[CH3:2]. (8) Given the reactants C(O[C:4](=[O:17])[CH2:5][O:6][C:7]1[C:8]([N+:14]([O-])=O)=[N:9][C:10](Br)=[CH:11][CH:12]=1)C.BrC1N=C([N+]([O-])=O)[C:22]([OH:28])=CC=1.C([O-])([O-])=O.[K+].[K+].BrCC(OCC)=O, predict the reaction product. The product is: [O:17]=[C:4]1[CH2:5][O:6][C:7]2[CH:12]=[CH:11][C:10]([CH:22]=[O:28])=[N:9][C:8]=2[NH:14]1.